This data is from Full USPTO retrosynthesis dataset with 1.9M reactions from patents (1976-2016). The task is: Predict the reactants needed to synthesize the given product. (1) Given the product [CH3:12][C:6]1[CH:7]=[CH:8][C:9]([CH3:11])=[CH:10][C:5]=1[C:13]#[N:14], predict the reactants needed to synthesize it. The reactants are: [C-]#N.[Na+].Br[C:5]1[CH:10]=[C:9]([CH3:11])[CH:8]=[CH:7][C:6]=1[CH3:12].[CH3:13][NH:14]CCNC.[OH-].[NH4+]. (2) The reactants are: [CH2:1]([O:3][C:4]1[CH:11]=[CH:10][C:7]([CH:8]=O)=[CH:6][CH:5]=1)[CH3:2].[CH2:12]([NH2:18])[C:13]1[O:17][CH:16]=[CH:15][CH:14]=1.COC(OC)OC.[BH4-].[Na+]. Given the product [CH2:1]([O:3][C:4]1[CH:11]=[CH:10][C:7]([CH2:8][NH:18][CH2:12][C:13]2[O:17][CH:16]=[CH:15][CH:14]=2)=[CH:6][CH:5]=1)[CH3:2], predict the reactants needed to synthesize it. (3) Given the product [CH3:48][O:47][C:44]1[CH:45]=[CH:46][C:41]([CH2:40][N:30]([CH2:31][C:32]2[CH:33]=[CH:34][C:35]([O:38][CH3:39])=[CH:36][CH:37]=2)[C:8]2[C:5]3[CH:6]=[N:7][C:2]([NH:50][C:49](=[O:56])[O:51][C:52]([CH3:55])([CH3:54])[CH3:53])=[CH:3][C:4]=3[N:10]([C:11]([C:12]3[CH:17]=[CH:16][CH:15]=[CH:14][CH:13]=3)([C:18]3[CH:23]=[CH:22][CH:21]=[CH:20][CH:19]=3)[C:24]3[CH:29]=[CH:28][CH:27]=[CH:26][CH:25]=3)[N:9]=2)=[CH:42][CH:43]=1, predict the reactants needed to synthesize it. The reactants are: Cl[C:2]1[N:7]=[CH:6][C:5]2[C:8]([N:30]([CH2:40][C:41]3[CH:46]=[CH:45][C:44]([O:47][CH3:48])=[CH:43][CH:42]=3)[CH2:31][C:32]3[CH:37]=[CH:36][C:35]([O:38][CH3:39])=[CH:34][CH:33]=3)=[N:9][N:10]([C:11]([C:24]3[CH:29]=[CH:28][CH:27]=[CH:26][CH:25]=3)([C:18]3[CH:23]=[CH:22][CH:21]=[CH:20][CH:19]=3)[C:12]3[CH:17]=[CH:16][CH:15]=[CH:14][CH:13]=3)[C:4]=2[CH:3]=1.[C:49](=[O:56])([O:51][C:52]([CH3:55])([CH3:54])[CH3:53])[NH2:50].CC(C1C=C(C(C)C)C(C2C(P(C3CCCCC3)C3CCCCC3)=C(OC)C=CC=2OC)=C(C(C)C)C=1)C.C([O-])([O-])=O.[Cs+].[Cs+].